From a dataset of Catalyst prediction with 721,799 reactions and 888 catalyst types from USPTO. Predict which catalyst facilitates the given reaction. Reactant: Cl.C(OC1C=CC([NH:16][NH2:17])=CC=1)C1C=CC=CC=1.[CH3:18][CH2:19][C:20]([C:22]1[CH:27]=[CH:26][C:25]([O:28][CH2:29][C:30]2[CH:35]=[CH:34][CH:33]=[CH:32][CH:31]=2)=[CH:24][CH:23]=1)=O.C(O)C.C([O-])(O)=O.[Na+]. Product: [CH2:29]([O:28][C:25]1[CH:26]=[CH:27][C:22]([C:20](=[N:16][NH2:17])[CH2:19][CH3:18])=[CH:23][CH:24]=1)[C:30]1[CH:35]=[CH:34][CH:33]=[CH:32][CH:31]=1. The catalyst class is: 6.